Dataset: Catalyst prediction with 721,799 reactions and 888 catalyst types from USPTO. Task: Predict which catalyst facilitates the given reaction. (1) Reactant: C(OC(=O)[NH:7][C:8]1[CH:13]=[CH:12][C:11]([N:14]2[CH:18]=[CH:17][CH:16]=[CH:15]2)=[CH:10][C:9]=1[NH2:19])(C)(C)C.C(O[C:26](=[O:38])[CH2:27][C:28]([C:30]1[CH:35]=[CH:34][N:33]=[C:32]([C:36]#[N:37])[CH:31]=1)=O)(C)(C)C.C(O)(C(F)(F)F)=O. Product: [O:38]=[C:26]1[CH2:27][C:28]([C:30]2[CH:35]=[CH:34][N:33]=[C:32]([C:36]#[N:37])[CH:31]=2)=[N:7][C:8]2[CH:13]=[CH:12][C:11]([N:14]3[CH:18]=[CH:17][CH:16]=[CH:15]3)=[CH:10][C:9]=2[NH:19]1. The catalyst class is: 308. (2) Reactant: [CH2:1]([O:8][C:9]1[CH:19]=[CH:18][C:12]([O:13][CH2:14][C@@H:15]2[CH2:17][O:16]2)=[CH:11][CH:10]=1)[C:2]1[CH:7]=[CH:6][CH:5]=[CH:4][CH:3]=1.[CH2:20]([NH:27][C@@H:28]([CH2:31][C:32]1[CH:37]=[CH:36][C:35]([N+:38]([O-:40])=[O:39])=[CH:34][CH:33]=1)[CH2:29][OH:30])[C:21]1[CH:26]=[CH:25][CH:24]=[CH:23][CH:22]=1. Product: [CH2:20]([N:27]([C@@H:28]([CH2:31][C:32]1[CH:33]=[CH:34][C:35]([N+:38]([O-:40])=[O:39])=[CH:36][CH:37]=1)[CH2:29][OH:30])[CH2:17][C@H:15]([OH:16])[CH2:14][O:13][C:12]1[CH:18]=[CH:19][C:9]([O:8][CH2:1][C:2]2[CH:7]=[CH:6][CH:5]=[CH:4][CH:3]=2)=[CH:10][CH:11]=1)[C:21]1[CH:22]=[CH:23][CH:24]=[CH:25][CH:26]=1. The catalyst class is: 8. (3) Reactant: [O:1]=[C:2]1[NH:3][C:4]2[C:9](/[C:10]/1=[CH:11]/[C:12]1[NH:16][C:15]([CH3:17])=[C:14]([C:18]([OH:20])=O)[C:13]=1[CH3:21])=[CH:8][CH:7]=[CH:6][CH:5]=2.Cl.C(N=C=NCCCN(C)C)C.OC1C2N=NNC=2C=CC=1.C(N(CC)CC)C.[NH2:51][C:52]1[CH:57]=[CH:56][CH:55]=[CH:54][C:53]=1[NH:58][C:59](=[O:70])[C:60]1[CH:65]=[CH:64][C:63]([NH:66][CH2:67][CH2:68][NH2:69])=[N:62][CH:61]=1. Product: [NH2:51][C:52]1[CH:57]=[CH:56][CH:55]=[CH:54][C:53]=1[NH:58][C:59](=[O:70])[C:60]1[CH:65]=[CH:64][C:63]([NH:66][CH2:67][CH2:68][NH:69][C:18]([C:14]2[C:13]([CH3:21])=[C:12](/[CH:11]=[C:10]3\[C:2](=[O:1])[NH:3][C:4]4[C:9]\3=[CH:8][CH:7]=[CH:6][CH:5]=4)[NH:16][C:15]=2[CH3:17])=[O:20])=[N:62][CH:61]=1. The catalyst class is: 650. (4) Reactant: C(N(CC)CC)C.[CH:8]([C:10]1[C:18]2[C:13](=[CH:14][CH:15]=[CH:16][CH:17]=2)[N:12](C(OC(C)(C)C)=O)[CH:11]=1)=[O:9].[CH:26](=[N:33][C:34]1[CH:35]=[N:36][CH:37]=[C:38]([O:40][CH:41]([F:43])[F:42])[CH:39]=1)[C:27]1[CH:32]=[CH:31][CH:30]=[CH:29][CH:28]=1. Product: [F:43][CH:41]([F:42])[O:40][C:38]1[CH:39]=[C:34]([NH:33][CH:26]([C:27]2[CH:28]=[CH:29][CH:30]=[CH:31][CH:32]=2)[C:8]([C:10]2[C:18]3[C:13](=[CH:14][CH:15]=[CH:16][CH:17]=3)[NH:12][CH:11]=2)=[O:9])[CH:35]=[N:36][CH:37]=1. The catalyst class is: 433. (5) Reactant: [Cl:1][C:2]1[CH:7]=[CH:6][C:5]([N:8]2[CH:12]=[CH:11][N:10]=[CH:9]2)=[CH:4][CH:3]=1.[Br:13][CH2:14][CH2:15][CH2:16][CH2:17][CH2:18][CH2:19][CH2:20][CH2:21][CH2:22][CH2:23][CH2:24][CH2:25][CH2:26][CH3:27]. Product: [Br-:13].[Cl:1][C:2]1[CH:3]=[CH:4][C:5]([N+:8]2[CH:12]=[CH:11][N:10]([CH2:27][CH2:26][CH2:25][CH2:24][CH2:23][CH2:22][CH2:21][CH2:20][CH2:19][CH2:18][CH2:17][CH2:16][CH2:15][CH3:14])[CH:9]=2)=[CH:6][CH:7]=1. The catalyst class is: 1. (6) Reactant: [N+:1]([C:4]1[CH:5]=[C:6]([CH:14]=[CH:15][CH:16]=1)[O:7][CH2:8][C:9](OCC)=[O:10])([O-:3])=[O:2].Cl.CN.[CH:20]([N:23](C(C)C)CC)(C)C. Product: [CH3:20][NH:23][C:9](=[O:10])[CH2:8][O:7][C:6]1[CH:14]=[CH:15][CH:16]=[C:4]([N+:1]([O-:3])=[O:2])[CH:5]=1. The catalyst class is: 24. (7) Reactant: [NH2:1][C:2]1[CH:7]=[CH:6][CH:5]=[CH:4][CH:3]=1.[CH3:8][O:9][C:10]1[N:15]=[CH:14][C:13](B(O)O)=[CH:12][CH:11]=1.O.O=[CH:21][C:22]([OH:24])=[O:23]. Product: [CH3:8][O:9][C:10]1[N:15]=[CH:14][C:13]([CH:21]([NH:1][C:2]2[CH:7]=[CH:6][CH:5]=[CH:4][CH:3]=2)[C:22]([OH:24])=[O:23])=[CH:12][CH:11]=1. The catalyst class is: 10. (8) Reactant: [Cl:1][C:2]1[CH:35]=[CH:34][C:5]([CH2:6][N:7]2[C:15]3[C:10](=[CH:11][C:12]([C:16]([O:18]C)=[O:17])=[CH:13][CH:14]=3)[C:9]([C:20](=[O:32])[C:21]([NH:23][C:24]3[CH:29]=[CH:28][N:27]=[C:26]([O:30][CH3:31])[CH:25]=3)=[O:22])=[C:8]2[CH3:33])=[CH:4][CH:3]=1.[OH-].[Na+]. Product: [Cl:1][C:2]1[CH:3]=[CH:4][C:5]([CH2:6][N:7]2[C:15]3[C:10](=[CH:11][C:12]([C:16]([OH:18])=[O:17])=[CH:13][CH:14]=3)[C:9]([C:20](=[O:32])[C:21]([NH:23][C:24]3[CH:29]=[CH:28][N:27]=[C:26]([O:30][CH3:31])[CH:25]=3)=[O:22])=[C:8]2[CH3:33])=[CH:34][CH:35]=1. The catalyst class is: 30. (9) Reactant: [O:1]1[CH2:6][CH2:5][CH2:4][CH:3]([CH2:7][CH2:8][CH2:9][OH:10])[CH2:2]1.CC(OI1(OC(C)=O)(OC(C)=O)OC(=O)C2C=CC=CC1=2)=O.CCOCC.C([O-])([O-])=O.[K+].[K+]. Product: [O:1]1[CH2:6][CH2:5][CH2:4][CH:3]([CH2:7][CH2:8][CH:9]=[O:10])[CH2:2]1. The catalyst class is: 2. (10) Reactant: [CH:1]([C:3]1[CH:8]=[CH:7][C:6]([NH:9][C:10](=[O:13])[O:11][CH3:12])=[CH:5][CH:4]=1)=O.[C:14](#[N:18])[CH2:15][C:16]#[N:17]. Product: [C:16]([C:15]([C:14]#[N:18])=[CH:1][C:3]1[CH:8]=[CH:7][C:6]([NH:9][C:10](=[O:13])[O:11][CH3:12])=[CH:5][CH:4]=1)#[N:17]. The catalyst class is: 360.